Dataset: Forward reaction prediction with 1.9M reactions from USPTO patents (1976-2016). Task: Predict the product of the given reaction. (1) Given the reactants [F:1][C:2]([F:14])([F:13])[C:3]1[CH:4]=[C:5]([C:9](=O)[CH2:10][CH3:11])[CH:6]=[CH:7][CH:8]=1.BrBr.S([O-])([O-])(=O)=S.[Na+].[Na+].[NH2:24][C:25](=[S:37])[CH2:26][N:27]1[CH:31]=[C:30]([C:32]([O:34][CH2:35][CH3:36])=[O:33])[CH:29]=[N:28]1, predict the reaction product. The product is: [CH3:11][C:10]1[S:37][C:25]([CH2:26][N:27]2[CH:31]=[C:30]([C:32]([O:34][CH2:35][CH3:36])=[O:33])[CH:29]=[N:28]2)=[N:24][C:9]=1[C:5]1[CH:6]=[CH:7][CH:8]=[C:3]([C:2]([F:14])([F:13])[F:1])[CH:4]=1. (2) Given the reactants [CH2:1]([C:3]1[C:4]([NH2:9])=[N:5][CH:6]=[CH:7][CH:8]=1)[CH3:2].O1CCOCC1.[Br:16]N1C(=O)CCC1=O, predict the reaction product. The product is: [Br:16][C:7]1[CH:8]=[C:3]([CH2:1][CH3:2])[C:4]([NH2:9])=[N:5][CH:6]=1. (3) Given the reactants [N:1]1[CH:6]=[CH:5][C:4]([CH2:7][NH:8][C:9]2[N:17]=[C:16]3[C:12]([N:13]=[CH:14][N:15]3[CH2:18][C:19]3[CH:24]=[CH:23][C:22]([CH2:25][OH:26])=[CH:21][CH:20]=3)=[C:11]([NH2:27])[N:10]=2)=[CH:3][CH:2]=1.[Br:28]Br.C([O-])(O)=O.[Na+].[O-]S([O-])(=S)=O.[Na+].[Na+], predict the reaction product. The product is: [Br:28][C:14]1[N:15]([CH2:18][C:19]2[CH:24]=[CH:23][C:22]([CH2:25][OH:26])=[CH:21][CH:20]=2)[C:16]2[C:12]([N:13]=1)=[C:11]([NH2:27])[N:10]=[C:9]([NH:8][CH2:7][C:4]1[CH:3]=[CH:2][N:1]=[CH:6][CH:5]=1)[N:17]=2. (4) Given the reactants [CH3:1][C:2]1[N:3]=[C:4]([CH3:33])[N:5]2[C:10]=1[C:9]([O:11][C:12]1[CH:17]=[C:16]([O:18][CH3:19])[C:15]([O:20][CH3:21])=[C:14]([O:22][CH3:23])[CH:13]=1)=[N:8][C:7]([C:24]1[CH:29]=[CH:28][CH:27]=[C:26]([N+:30]([O-])=O)[CH:25]=1)=[N:6]2, predict the reaction product. The product is: [CH3:1][C:2]1[N:3]=[C:4]([CH3:33])[N:5]2[C:10]=1[C:9]([O:11][C:12]1[CH:17]=[C:16]([O:18][CH3:19])[C:15]([O:20][CH3:21])=[C:14]([O:22][CH3:23])[CH:13]=1)=[N:8][C:7]([C:24]1[CH:25]=[C:26]([CH:27]=[CH:28][CH:29]=1)[NH2:30])=[N:6]2. (5) Given the reactants C([Li])CCC.Br[C:7]1[CH:12]=[CH:11][C:10]([O:13][CH3:14])=[CH:9][C:8]=1[CH3:15].[F:16][C:17]1[CH:24]=[C:23]([O:25][CH3:26])[CH:22]=[CH:21][C:18]=1[CH:19]=[O:20], predict the reaction product. The product is: [F:16][C:17]1[CH:24]=[C:23]([O:25][CH3:26])[CH:22]=[CH:21][C:18]=1[CH:19]([C:7]1[CH:12]=[CH:11][C:10]([O:13][CH3:14])=[CH:9][C:8]=1[CH3:15])[OH:20]. (6) Given the reactants [C:1]([N:4]1[C:13]2[C:12]3=[N:14][C:15]([CH3:17])=[CH:16][N:11]3[CH:10]=[CH:9][C:8]=2[C@@H:7]([O:18][C:19](=[O:24])[C:20]([CH3:23])([CH3:22])[CH3:21])[C@H:6]([O:25][CH2:26][CH2:27][O:28][CH3:29])[C@H:5]1[C:30]1[CH:35]=[CH:34][CH:33]=[CH:32][CH:31]=1)(=[O:3])[CH3:2].C1C(=O)N([Br:43])C(=O)C1, predict the reaction product. The product is: [C:1]([N:4]1[C:13]2[C:12]3=[N:14][C:15]([CH3:17])=[C:16]([Br:43])[N:11]3[CH:10]=[CH:9][C:8]=2[C@@H:7]([O:18][C:19](=[O:24])[C:20]([CH3:23])([CH3:22])[CH3:21])[C@H:6]([O:25][CH2:26][CH2:27][O:28][CH3:29])[C@H:5]1[C:30]1[CH:31]=[CH:32][CH:33]=[CH:34][CH:35]=1)(=[O:3])[CH3:2]. (7) Given the reactants Cl[CH2:2][CH2:3][CH2:4][N:5]1[C:13]2[C:8](=[CH:9][CH:10]=[CH:11][CH:12]=2)[C:7]([C:14]([NH:16][CH2:17][C:18]2[CH:23]=[CH:22][CH:21]=[C:20]([Cl:24])[CH:19]=2)=[O:15])=[CH:6]1.C(=O)([O-])[O-].[Cs+].[Cs+].[I-].[K+].[F:33][C:34]1[CH:46]=[CH:45][C:37]([O:38][CH:39]2[CH2:44][CH2:43][NH:42][CH2:41][CH2:40]2)=[CH:36][CH:35]=1, predict the reaction product. The product is: [Cl:24][C:20]1[CH:19]=[C:18]([CH:23]=[CH:22][CH:21]=1)[CH2:17][NH:16][C:14]([C:7]1[C:8]2[C:13](=[CH:12][CH:11]=[CH:10][CH:9]=2)[N:5]([CH2:4][CH2:3][CH2:2][N:42]2[CH2:41][CH2:40][CH:39]([O:38][C:37]3[CH:45]=[CH:46][C:34]([F:33])=[CH:35][CH:36]=3)[CH2:44][CH2:43]2)[CH:6]=1)=[O:15].